From a dataset of Catalyst prediction with 721,799 reactions and 888 catalyst types from USPTO. Predict which catalyst facilitates the given reaction. (1) Reactant: [N:1]1[N:5]2[CH:6]=[CH:7][C:8](=[O:10])[NH:9][C:4]2=[CH:3][CH:2]=1.[I:11]N1C(=O)CCC1=O. Product: [I:11][C:3]1[CH:2]=[N:1][N:5]2[CH:6]=[CH:7][C:8](=[O:10])[NH:9][C:4]=12. The catalyst class is: 3. (2) The catalyst class is: 773. Reactant: [N:1]1[CH:6]=[CH:5][CH:4]=[C:3]([NH:7][C:8](=[O:14])[O:9][C:10]([CH3:13])([CH3:12])[CH3:11])[CH:2]=1.C([Li])(C)(C)C.[O:20]=[C:21]1[CH2:25][CH2:24][N:23]([C:26]([O:28][CH2:29][C:30]2[CH:35]=[CH:34][CH:33]=[CH:32][CH:31]=2)=[O:27])[CH2:22]1. Product: [C:10]([O:9][C:8]([NH:7][C:3]1[CH:2]=[N:1][CH:6]=[CH:5][C:4]=1[C:21]1([OH:20])[CH2:25][CH2:24][N:23]([C:26]([O:28][CH2:29][C:30]2[CH:35]=[CH:34][CH:33]=[CH:32][CH:31]=2)=[O:27])[CH2:22]1)=[O:14])([CH3:11])([CH3:13])[CH3:12].